This data is from Forward reaction prediction with 1.9M reactions from USPTO patents (1976-2016). The task is: Predict the product of the given reaction. Given the reactants Cl[C:2]1[C:7]([N+:8]([O-:10])=[O:9])=[CH:6][C:5]([F:11])=[CH:4][C:3]=1[N+:12]([O-:14])=[O:13].[NH2:15][CH2:16][CH2:17][CH2:18][OH:19], predict the reaction product. The product is: [F:11][C:5]1[CH:6]=[C:7]([N+:8]([O-:10])=[O:9])[C:2]([NH:15][CH2:16][CH2:17][CH2:18][OH:19])=[C:3]([N+:12]([O-:14])=[O:13])[CH:4]=1.